This data is from Forward reaction prediction with 1.9M reactions from USPTO patents (1976-2016). The task is: Predict the product of the given reaction. (1) Given the reactants [NH2:1][C:2]1[C:3]([C:7](=[NH:18])[N:8]([C:10]2[CH:15]=[CH:14][C:13]([F:16])=[C:12]([Cl:17])[CH:11]=2)O)=[N:4][O:5][N:6]=1.[C:19]([O:22]C(=O)C)(=[O:21])[CH3:20], predict the reaction product. The product is: [C:19]([O:22][N:18]=[C:7]([C:3]1[C:2]([NH2:1])=[N:6][O:5][N:4]=1)[NH:8][C:10]1[CH:15]=[CH:14][C:13]([F:16])=[C:12]([Cl:17])[CH:11]=1)(=[O:21])[CH3:20]. (2) Given the reactants C1(C(C)C[CH2:9][O:10][C:11]2[CH:16]=[CH:15][CH:14]=CC=2NC2C=CC=CC=2)C=CC=CC=1.Cl[CH2:26][C:27]#[N:28].[CH3:29][C:30]([NH:32][CH2:33][CH2:34]C1C2C=C(OC)C=CC=2NC=1)=[O:31], predict the reaction product. The product is: [CH3:9][O:10][C:11]1[CH:26]=[C:27]([NH:28][CH2:34][CH2:33][NH:32][C:30](=[O:31])[CH3:29])[CH:14]=[CH:15][CH:16]=1. (3) Given the reactants [C:1]1([NH2:8])[CH:6]=[CH:5][CH:4]=[CH:3][C:2]=1[NH2:7].[C:9]([N:17]=[C:18]=[S:19])(=[O:16])[C:10]1[CH:15]=[CH:14][CH:13]=[CH:12][CH:11]=1, predict the reaction product. The product is: [C:9]([NH:17][C:18]([NH:7][C:2]1[CH:3]=[CH:4][CH:5]=[CH:6][C:1]=1[NH:8][C:18]([NH:17][C:9](=[O:16])[C:10]1[CH:11]=[CH:12][CH:13]=[CH:14][CH:15]=1)=[S:19])=[S:19])(=[O:16])[C:10]1[CH:15]=[CH:14][CH:13]=[CH:12][CH:11]=1. (4) Given the reactants [NH2:1][C:2]1[CH:3]=[C:4]([CH:10]=[CH:11][C:12]=1[NH:13][CH2:14][CH2:15][O:16][C:17]([F:20])([F:19])[F:18])[C:5]([O:7][CH2:8][CH3:9])=[O:6].FC(F)(F)O[CH2:24][CH2:25][NH2:26].ClC1C=CC(C(OCC)=O)=CC=1[N+]([O-])=O.[CH:44]1[C:56]2N[C:54]3[C:49](=[CH:50][CH:51]=[CH:52][CH:53]=3)[C:48]=2[CH:47]=[C:46]([CH:57]=O)[CH:45]=1, predict the reaction product. The product is: [CH2:25]([N:26]1[C:56]2[CH:44]=[CH:45][C:46]([C:57]3[N:13]([CH2:14][CH2:15][O:16][C:17]([F:18])([F:19])[F:20])[C:12]4[CH:11]=[CH:10][C:4]([C:5]([O:7][CH2:8][CH3:9])=[O:6])=[CH:3][C:2]=4[N:1]=3)=[CH:47][C:48]=2[C:49]2[C:54]1=[CH:53][CH:52]=[CH:51][CH:50]=2)[CH3:24]. (5) Given the reactants [Br:1]N1C(=O)CCC1=O.[F:9][C:10]([F:25])([F:24])[C:11]([C:17]1[CH:18]=[C:19]([CH3:23])[CH:20]=[CH:21][CH:22]=1)([OH:16])[C:12]([F:15])([F:14])[F:13], predict the reaction product. The product is: [Br:1][CH2:23][C:19]1[CH:18]=[C:17]([C:11]([OH:16])([C:12]([F:14])([F:13])[F:15])[C:10]([F:24])([F:25])[F:9])[CH:22]=[CH:21][CH:20]=1. (6) Given the reactants [Si]([O:8][CH2:9][CH2:10][C:11]1[CH:12]=[CH:13][CH:14]=[C:15]2[C:19]=1[NH:18][CH:17]=[C:16]2[C:20](=[O:28])[CH2:21][C:22]1[CH:27]=[CH:26][CH:25]=[CH:24][CH:23]=1)(C(C)(C)C)(C)C.Cl.O1CCOCC1, predict the reaction product. The product is: [OH:8][CH2:9][CH2:10][C:11]1[CH:12]=[CH:13][CH:14]=[C:15]2[C:19]=1[NH:18][CH:17]=[C:16]2[C:20](=[O:28])[CH2:21][C:22]1[CH:27]=[CH:26][CH:25]=[CH:24][CH:23]=1. (7) The product is: [CH:25]([N:22]1[CH2:21][CH2:20][CH:19]([NH:18][C:17]2[C:12]([C:8]3[NH:7][C:6](=[O:28])[C:5]4[C:10](=[CH:11][C:2]([NH:38][CH2:37][C:36]5[CH:39]=[CH:40][C:33]([O:32][CH3:31])=[CH:34][CH:35]=5)=[CH:3][C:4]=4[O:29][CH3:30])[N:9]=3)=[N:13][CH:14]=[CH:15][CH:16]=2)[CH2:24][CH2:23]1)([CH3:26])[CH3:27]. Given the reactants F[C:2]1[CH:11]=[C:10]2[C:5]([C:6](=[O:28])[NH:7][C:8]([C:12]3[C:17]([NH:18][CH:19]4[CH2:24][CH2:23][N:22]([CH:25]([CH3:27])[CH3:26])[CH2:21][CH2:20]4)=[CH:16][CH:15]=[CH:14][N:13]=3)=[N:9]2)=[C:4]([O:29][CH3:30])[CH:3]=1.[CH3:31][O:32][C:33]1[CH:40]=[CH:39][C:36]([CH2:37][NH2:38])=[CH:35][CH:34]=1, predict the reaction product. (8) Given the reactants [Si]([O:18][CH2:19][C:20]1[C:28]2[O:27][N:26]=[C:25]([CH2:29][CH2:30][CH:31]3[CH2:36][CH2:35][N:34]([C:37]([O:39][C:40]([CH3:43])([CH3:42])[CH3:41])=[O:38])[CH2:33][CH2:32]3)[C:24]=2[CH:23]=[CH:22][C:21]=1[O:44][CH2:45][CH2:46][CH3:47])(C(C)(C)C)(C1C=CC=CC=1)C1C=CC=CC=1.[F-].C([N+](CCCC)(CCCC)CCCC)CCC, predict the reaction product. The product is: [OH:18][CH2:19][C:20]1[C:28]2[O:27][N:26]=[C:25]([CH2:29][CH2:30][CH:31]3[CH2:36][CH2:35][N:34]([C:37]([O:39][C:40]([CH3:41])([CH3:42])[CH3:43])=[O:38])[CH2:33][CH2:32]3)[C:24]=2[CH:23]=[CH:22][C:21]=1[O:44][CH2:45][CH2:46][CH3:47]. (9) Given the reactants O.[OH-].[Li+].[F:4][C:5]1[CH:6]=[C:7]([C@H:12]2[N:20]3[C@@H:15]([CH2:16][CH2:17][CH:18](P(=O)(OCC)OCC)[C:19]3=[O:21])[CH2:14][CH2:13]2)[CH:8]=[CH:9][C:10]=1[F:11].[CH3:30][O:31][C:32]1[CH:33]=[C:34]([CH:37]=[CH:38][C:39]=1[N:40]1[CH:44]=[N:43][C:42]([CH3:45])=[N:41]1)[CH:35]=O.C(O)C, predict the reaction product. The product is: [F:4][C:5]1[CH:6]=[C:7]([C@H:12]2[N:20]3[C@@H:15]([CH2:16][CH2:17]/[C:18](=[CH:35]\[C:34]4[CH:37]=[CH:38][C:39]([N:40]5[CH:44]=[N:43][C:42]([CH3:45])=[N:41]5)=[C:32]([O:31][CH3:30])[CH:33]=4)/[C:19]3=[O:21])[CH2:14][CH2:13]2)[CH:8]=[CH:9][C:10]=1[F:11]. (10) Given the reactants [ClH:1].[NH2:2][CH2:3][C@@H:4]([C:6]1[C:14]2[S:13][C:12](=[O:15])[NH:11][C:10]=2[C:9]([OH:16])=[CH:8][CH:7]=1)[OH:5].[CH2:17]([O:25][CH2:26][CH2:27][CH2:28][S:29][CH2:30][CH:31]=O)[CH2:18][C:19]1[CH:24]=[CH:23][CH:22]=[CH:21][CH:20]=1, predict the reaction product. The product is: [ClH:1].[OH:16][C:9]1[C:10]2[NH:11][C:12](=[O:15])[S:13][C:14]=2[C:6]([C@@H:4]([OH:5])[CH2:3][NH:2][CH2:31][CH2:30][S:29][CH2:28][CH2:27][CH2:26][O:25][CH2:17][CH2:18][C:19]2[CH:20]=[CH:21][CH:22]=[CH:23][CH:24]=2)=[CH:7][CH:8]=1.